This data is from Forward reaction prediction with 1.9M reactions from USPTO patents (1976-2016). The task is: Predict the product of the given reaction. (1) The product is: [ClH:3].[CH3:37][N:7]([CH3:6])[C:8]1([C:30]2[CH:35]=[CH:34][CH:33]=[C:32]([F:36])[CH:31]=2)[CH2:13][CH2:12][C:11](=[CH:14][C:15]([NH:17][CH:18]([CH3:29])[CH2:19][C:20]2[C:28]3[C:23](=[CH:24][CH:25]=[CH:26][CH:27]=3)[NH:22][CH:21]=2)=[O:16])[CH2:10][CH2:9]1. Given the reactants C[Si](C)(C)[Cl:3].[CH3:6][N:7]([CH3:37])[C:8]1([C:30]2[CH:35]=[CH:34][CH:33]=[C:32]([F:36])[CH:31]=2)[CH2:13][CH2:12][C:11](=[CH:14][C:15]([NH:17][CH:18]([CH3:29])[CH2:19][C:20]2[C:28]3[C:23](=[CH:24][CH:25]=[CH:26][CH:27]=3)[NH:22][CH:21]=2)=[O:16])[CH2:10][CH2:9]1, predict the reaction product. (2) Given the reactants C[O:2][C:3](=O)[CH:4]([C:25]1[C:30]([CH3:31])=[CH:29][C:28]([CH3:32])=[CH:27][C:26]=1[CH3:33])[C:5]([C:7]1([S:15]CC2C=CC(OC)=CC=2)[CH2:12][CH2:11][N:10]([O:13][CH3:14])[CH2:9][CH2:8]1)=[O:6].[OH-].[Na+], predict the reaction product. The product is: [OH:6][C:5]1[C:7]2([CH2:8][CH2:9][N:10]([O:13][CH3:14])[CH2:11][CH2:12]2)[S:15][C:3](=[O:2])[C:4]=1[C:25]1[C:30]([CH3:31])=[CH:29][C:28]([CH3:32])=[CH:27][C:26]=1[CH3:33]. (3) Given the reactants [F:1][C:2]1[CH:3]=[C:4]([CH:6]=[CH:7][C:8]=1[O:9][C:10]1[CH:15]=[CH:14][N:13]=[C:12]2[CH:16]=[C:17]([C:19]3[N:20]=[CH:21][N:22]([CH:24]([CH3:26])[CH3:25])[CH:23]=3)[S:18][C:11]=12)[NH2:5].FC1C=CC=CC=1NC(=O)CC(O)=O.[CH3:41][O:42][C:43]1[CH:48]=[CH:47][CH:46]=[CH:45][C:44]=1[NH:49][C:50](=[O:55])[CH2:51][C:52](O)=[O:53], predict the reaction product. The product is: [F:1][C:2]1[CH:3]=[C:4]([NH:5][C:52](=[O:53])[CH2:51][C:50]([NH:49][C:44]2[CH:45]=[CH:46][CH:47]=[CH:48][C:43]=2[O:42][CH3:41])=[O:55])[CH:6]=[CH:7][C:8]=1[O:9][C:10]1[CH:15]=[CH:14][N:13]=[C:12]2[CH:16]=[C:17]([C:19]3[N:20]=[CH:21][N:22]([CH:24]([CH3:26])[CH3:25])[CH:23]=3)[S:18][C:11]=12.